From a dataset of Catalyst prediction with 721,799 reactions and 888 catalyst types from USPTO. Predict which catalyst facilitates the given reaction. (1) Reactant: [C:1]1([OH:11])[C:10]2[C:5](=[CH:6][CH:7]=[CH:8][CH:9]=2)[CH:4]=[CH:3][CH:2]=1.[CH2:12]1[S:16](=O)[CH2:15][CH2:14][CH2:13]1.[ClH:18]. Product: [Cl-:18].[OH:11][C:1]1[C:10]2[C:5](=[CH:6][CH:7]=[CH:8][CH:9]=2)[C:4]([S+:16]2[CH2:12][CH2:13][CH2:14][CH2:15]2)=[CH:3][CH:2]=1. The catalyst class is: 5. (2) Reactant: C(OC([N:8]1[CH2:31][CH2:30][C:11]2([CH2:14][N:13]([C@H:15]3[C:23]4[C:18](=[CH:19][C:20]([N:24]5[CH:28]=[C:27]([CH3:29])[CH:26]=[N:25]5)=[CH:21][CH:22]=4)[CH2:17][CH2:16]3)[CH2:12]2)[CH2:10][CH2:9]1)=O)(C)(C)C.[ClH:32]. Product: [ClH:32].[ClH:32].[CH3:29][C:27]1[CH:26]=[N:25][N:24]([C:20]2[CH:19]=[C:18]3[C:23](=[CH:22][CH:21]=2)[C@H:15]([N:13]2[CH2:14][C:11]4([CH2:30][CH2:31][NH:8][CH2:9][CH2:10]4)[CH2:12]2)[CH2:16][CH2:17]3)[CH:28]=1. The catalyst class is: 71. (3) Reactant: C1CN([P+](ON2N=NC3C=CC=CC2=3)(N2CCCC2)N2CCCC2)CC1.F[P-](F)(F)(F)(F)F.C(N(C(C)C)CC)(C)C.[NH2:43][CH:44]([CH2:63][CH3:64])[C@@H:45]([C:47]1[O:48][C:49]([C:52]2[CH:57]=[CH:56][C:55]([O:58][C:59]([F:62])([F:61])[F:60])=[CH:54][CH:53]=2)=[N:50][N:51]=1)[OH:46].[F:65][C:66]([F:84])([CH2:81][CH2:82][CH3:83])[CH2:67][C@H:68]([NH:72][C:73]([N:75]1[CH2:80][CH2:79][O:78][CH2:77][CH2:76]1)=[O:74])[C:69](O)=[O:70]. Product: [F:84][C:66]([F:65])([CH2:81][CH2:82][CH3:83])[CH2:67][C@H:68]([NH:72][C:73]([N:75]1[CH2:76][CH2:77][O:78][CH2:79][CH2:80]1)=[O:74])[C:69](=[O:70])[NH:43][C@H:44]([CH:45]([OH:46])[C:47]1[O:48][C:49]([C:52]2[CH:53]=[CH:54][C:55]([O:58][C:59]([F:61])([F:60])[F:62])=[CH:56][CH:57]=2)=[N:50][N:51]=1)[CH2:63][CH3:64]. The catalyst class is: 2. (4) Reactant: [C:1]([O:5][C:6](=[O:9])[CH:7]=[CH2:8])([CH3:4])([CH3:3])[CH3:2].[OH:10][CH2:11][CH2:12][O:13][CH2:14][CH2:15][O:16][CH2:17][CH2:18][OH:19]. Product: [C:1]([O:5][C:6](=[O:9])[CH2:7][CH2:8][O:10][CH2:11][CH2:12][O:13][CH2:14][CH2:15][O:16][CH2:17][CH2:18][OH:19])([CH3:4])([CH3:3])[CH3:2]. The catalyst class is: 1. (5) Reactant: [Br:1][C:2]1[CH:3]=[C:4]([C:13]#[N:14])[C:5]2[C:10]([CH:11]=1)=[CH:9][CH:8]=[C:7]([OH:12])[CH:6]=2.C1C(=O)N([Cl:22])C(=O)C1. Product: [Br:1][C:2]1[CH:3]=[C:4]([C:13]#[N:14])[C:5]2[C:10]([CH:11]=1)=[CH:9][CH:8]=[C:7]([OH:12])[C:6]=2[Cl:22]. The catalyst class is: 1. (6) Reactant: [NH2:1][CH2:2][CH:3]([OH:28])[CH2:4][O:5][C:6]1[C:11]([CH3:12])=[CH:10][C:9]([CH2:13][CH2:14][C:15]([C:17]2[S:18][CH:19]=[C:20]([CH2:23][CH:24]([CH3:26])[CH3:25])[C:21]=2[CH3:22])=[O:16])=[CH:8][C:7]=1[CH3:27].[C:29](O)(=[O:32])[CH2:30][OH:31].CCN(C(C)C)C(C)C.CN(C(ON1N=NC2C=CC=CC1=2)=[N+](C)C)C.[B-](F)(F)(F)F. Product: [OH:32][CH2:29][C:30]([NH:1][CH2:2][CH:3]([OH:28])[CH2:4][O:5][C:6]1[C:11]([CH3:12])=[CH:10][C:9]([CH2:13][CH2:14][C:15]([C:17]2[S:18][CH:19]=[C:20]([CH2:23][CH:24]([CH3:26])[CH3:25])[C:21]=2[CH3:22])=[O:16])=[CH:8][C:7]=1[CH3:27])=[O:31]. The catalyst class is: 2. (7) Reactant: C[O:2][C:3]([C:5]1[CH:9]=[C:8]([CH2:10][C:11]#[N:12])[S:7][CH:6]=1)=[O:4]. Product: [C:11]([CH2:10][C:8]1[S:7][CH:6]=[C:5]([C:3]([OH:4])=[O:2])[CH:9]=1)#[N:12]. The catalyst class is: 97. (8) Reactant: [F:1][C:2]([F:43])([F:42])[C:3]([NH:5][C:6]1([C:11]2[CH:16]=[CH:15][C:14]([C:17]3[C:26]([C:27]4[CH:32]=[CH:31][CH:30]=[CH:29][CH:28]=4)=[CH:25][C:24]4[C:23]5=[N:33][N:34]=[C:35]([C:36]6[N:41]=[CH:40][CH:39]=[CH:38][N:37]=6)[N:22]5[CH:21]=[CH:20][C:19]=4[N:18]=3)=[CH:13][CH:12]=2)[CH2:9][C:8](=O)[CH2:7]1)=[O:4].[CH3:44][NH:45][CH3:46].CCOC(C)=O.C([O-])(O)=O.[Na+]. Product: [CH3:44][N:45]([CH3:46])[CH:8]1[CH2:9][C:6]([NH:5][C:3](=[O:4])[C:2]([F:1])([F:43])[F:42])([C:11]2[CH:12]=[CH:13][C:14]([C:17]3[C:26]([C:27]4[CH:32]=[CH:31][CH:30]=[CH:29][CH:28]=4)=[CH:25][C:24]4[C:23]5=[N:33][N:34]=[C:35]([C:36]6[N:37]=[CH:38][CH:39]=[CH:40][N:41]=6)[N:22]5[CH:21]=[CH:20][C:19]=4[N:18]=3)=[CH:15][CH:16]=2)[CH2:7]1. The catalyst class is: 430. (9) The catalyst class is: 10. Reactant: [CH:1]([N:4]1[C:9]2=[N:10][C:11](S(C)=O)=[N:12][CH:13]=[C:8]2[CH2:7][NH:6][C:5]1=[O:17])([CH3:3])[CH3:2].[NH2:18][C:19]1[CH:24]=[CH:23][C:22]([N:25]2[CH2:30][CH2:29][CH:28]([OH:31])[CH2:27][CH2:26]2)=[CH:21][CH:20]=1.FC(F)(F)C(O)=O. Product: [OH:31][CH:28]1[CH2:29][CH2:30][N:25]([C:22]2[CH:23]=[CH:24][C:19]([NH:18][C:11]3[N:10]=[C:9]4[N:4]([CH:1]([CH3:3])[CH3:2])[C:5](=[O:17])[NH:6][CH2:7][C:8]4=[CH:13][N:12]=3)=[CH:20][CH:21]=2)[CH2:26][CH2:27]1. (10) Reactant: [CH3:1][O:2][C:3]1[CH:30]=[C:29]([O:31][CH3:32])[CH:28]=[CH:27][C:4]=1[CH2:5][N:6]([C:20]1[CH:25]=[CH:24][CH:23]=[C:22]([F:26])[N:21]=1)[S:7]([C:10]1[CH:19]=[CH:18][C:13]2[NH:14][C:15](=[O:17])[O:16][C:12]=2[CH:11]=1)(=[O:9])=[O:8].C1(P(C2C=CC=CC=2)C2C=CC=CC=2)C=CC=CC=1.CCOC(/N=N/C(OCC)=O)=O.O[C@H:65]([C:67]1[CH:68]=[CH:69][CH:70]=[C:71]2[C:76]=1[CH2:75][N:74]([C:77]([O:79][C:80]([CH3:83])([CH3:82])[CH3:81])=[O:78])[CH2:73][CH2:72]2)[CH3:66]. Product: [CH3:1][O:2][C:3]1[CH:30]=[C:29]([O:31][CH3:32])[CH:28]=[CH:27][C:4]=1[CH2:5][N:6]([C:20]1[CH:25]=[CH:24][CH:23]=[C:22]([F:26])[N:21]=1)[S:7]([C:10]1[CH:19]=[CH:18][C:13]2[N:14]([C@@H:65]([C:67]3[CH:68]=[CH:69][CH:70]=[C:71]4[C:76]=3[CH2:75][N:74]([C:77]([O:79][C:80]([CH3:81])([CH3:83])[CH3:82])=[O:78])[CH2:73][CH2:72]4)[CH3:66])[C:15](=[O:17])[O:16][C:12]=2[CH:11]=1)(=[O:8])=[O:9]. The catalyst class is: 1.